From a dataset of Acute oral toxicity (LD50) regression data from Zhu et al.. Regression/Classification. Given a drug SMILES string, predict its toxicity properties. Task type varies by dataset: regression for continuous values (e.g., LD50, hERG inhibition percentage) or binary classification for toxic/non-toxic outcomes (e.g., AMES mutagenicity, cardiotoxicity, hepatotoxicity). Dataset: ld50_zhu. The drug is Oc1cc2nc(C(F)(F)F)[nH]c2cc1Cl. The rat oral LD50 is 3.63, given as -log10 of the dose in mol/kg body weight (higher means more acutely toxic).